Dataset: Full USPTO retrosynthesis dataset with 1.9M reactions from patents (1976-2016). Task: Predict the reactants needed to synthesize the given product. (1) Given the product [C:22]([O:21][C:19]([NH:18][CH2:17][C@H:14]1[CH2:15][CH2:16][C@H:11]([C:9]([NH:8][C@H:7]([C:26]([OH:28])=[O:27])[CH2:6][C:5]2[CH:29]=[CH:30][C:2]([C:33]3[C:32]([CH3:31])=[N:37][C:36]([C:38]([O:40][CH3:41])=[O:39])=[CH:35][CH:34]=3)=[CH:3][CH:4]=2)=[O:10])[CH2:12][CH2:13]1)=[O:20])([CH3:25])([CH3:24])[CH3:23], predict the reactants needed to synthesize it. The reactants are: Br[C:2]1[CH:30]=[CH:29][C:5]([CH2:6][C@@H:7]([C:26]([OH:28])=[O:27])[NH:8][C:9]([C@H:11]2[CH2:16][CH2:15][C@H:14]([CH2:17][NH:18][C:19]([O:21][C:22]([CH3:25])([CH3:24])[CH3:23])=[O:20])[CH2:13][CH2:12]2)=[O:10])=[CH:4][CH:3]=1.[CH3:31][C:32]1[N:37]=[C:36]([C:38]([O:40][CH3:41])=[O:39])[CH:35]=[CH:34][C:33]=1B1OC(C)(C)C(C)(C)O1.C(=O)([O-])[O-].[Na+].[Na+]. (2) Given the product [CH2:1]([NH:5][C:6]1[CH:7]=[CH:8][C:9]2[N:10]([C:12]([C:15]3[CH:31]=[CH:30][C:18]([C:19]([NH:21][CH2:22][CH:23]([OH:24])[CH2:27][OH:26])=[O:20])=[CH:17][CH:16]=3)=[CH:13][N:14]=2)[N:11]=1)[CH2:2][CH2:3][CH3:4], predict the reactants needed to synthesize it. The reactants are: [CH2:1]([NH:5][C:6]1[CH:7]=[CH:8][C:9]2[N:10]([C:12]([C:15]3[CH:31]=[CH:30][C:18]([C:19]([NH:21][CH2:22][CH:23]4[CH2:27][O:26]C(C)(C)[O:24]4)=[O:20])=[CH:17][CH:16]=3)=[CH:13][N:14]=2)[N:11]=1)[CH2:2][CH2:3][CH3:4].CC(O)=O. (3) Given the product [Cl:14][C:11]1[CH:10]=[CH:9][C:8]([O:7][CH2:6][CH2:5][C@H:2]2[CH2:3][O:4][C:16]([NH2:15])=[N:1]2)=[CH:13][CH:12]=1, predict the reactants needed to synthesize it. The reactants are: [NH2:1][C@@H:2]([CH2:5][CH2:6][O:7][C:8]1[CH:13]=[CH:12][C:11]([Cl:14])=[CH:10][CH:9]=1)[CH2:3][OH:4].[N:15]#[C:16]Br.